From a dataset of NCI-60 drug combinations with 297,098 pairs across 59 cell lines. Regression. Given two drug SMILES strings and cell line genomic features, predict the synergy score measuring deviation from expected non-interaction effect. (1) Drug 1: C1=CC=C(C(=C1)C(C2=CC=C(C=C2)Cl)C(Cl)Cl)Cl. Drug 2: CN(CCCl)CCCl.Cl. Cell line: NCIH23. Synergy scores: CSS=29.5, Synergy_ZIP=-3.56, Synergy_Bliss=-1.47, Synergy_Loewe=-26.1, Synergy_HSA=-0.760. (2) Drug 1: COC1=CC(=CC(=C1O)OC)C2C3C(COC3=O)C(C4=CC5=C(C=C24)OCO5)OC6C(C(C7C(O6)COC(O7)C8=CC=CS8)O)O. Drug 2: C1CN(CCN1C(=O)CCBr)C(=O)CCBr. Cell line: SN12C. Synergy scores: CSS=47.2, Synergy_ZIP=0.874, Synergy_Bliss=3.89, Synergy_Loewe=-19.2, Synergy_HSA=5.72. (3) Drug 1: CC12CCC3C(C1CCC2=O)CC(=C)C4=CC(=O)C=CC34C. Drug 2: CC(C)CN1C=NC2=C1C3=CC=CC=C3N=C2N. Cell line: OVCAR3. Synergy scores: CSS=26.2, Synergy_ZIP=1.19, Synergy_Bliss=3.67, Synergy_Loewe=2.36, Synergy_HSA=1.99. (4) Drug 1: CC1=C(C=C(C=C1)NC2=NC=CC(=N2)N(C)C3=CC4=NN(C(=C4C=C3)C)C)S(=O)(=O)N.Cl. Drug 2: C1CN1P(=S)(N2CC2)N3CC3. Cell line: TK-10. Synergy scores: CSS=1.76, Synergy_ZIP=-0.692, Synergy_Bliss=-3.68, Synergy_Loewe=-7.37, Synergy_HSA=-4.33. (5) Drug 1: C1C(C(OC1N2C=NC3=C(N=C(N=C32)Cl)N)CO)O. Drug 2: CC1CCC2CC(C(=CC=CC=CC(CC(C(=O)C(C(C(=CC(C(=O)CC(OC(=O)C3CCCCN3C(=O)C(=O)C1(O2)O)C(C)CC4CCC(C(C4)OC)OCCO)C)C)O)OC)C)C)C)OC. Cell line: A498. Synergy scores: CSS=5.33, Synergy_ZIP=-0.412, Synergy_Bliss=4.48, Synergy_Loewe=-0.541, Synergy_HSA=0.0373. (6) Drug 1: C1C(C(OC1N2C=C(C(=O)NC2=O)F)CO)O. Drug 2: CN1C(=O)N2C=NC(=C2N=N1)C(=O)N. Cell line: ACHN. Synergy scores: CSS=15.6, Synergy_ZIP=-7.01, Synergy_Bliss=3.04, Synergy_Loewe=-14.0, Synergy_HSA=1.87.